This data is from Catalyst prediction with 721,799 reactions and 888 catalyst types from USPTO. The task is: Predict which catalyst facilitates the given reaction. (1) Reactant: Cl[C:2]1[C:7]([CH:8]=[O:9])=[C:6]([N:10]2[CH:22]=[CH:21][N:13]3[C:14]4[CH2:15][CH2:16][CH2:17][CH2:18][C:19]=4[CH:20]=[C:12]3[C:11]2=[O:23])[N:5]=[CH:4][CH:3]=1.[CH3:24][N:25]1[CH:30]=[C:29](B2OC(C)(C)C(C)(C)O2)[CH:28]=[C:27]([NH:40][C:41]2[CH:50]=[C:44]3[CH2:45][N:46]([CH3:49])[CH2:47][CH2:48][N:43]3[N:42]=2)[C:26]1=[O:51].[O-]P([O-])([O-])=O.[K+].[K+].[K+].C([O-])(=O)C.[Na+]. Product: [CH:8]([C:7]1[C:6]([N:10]2[CH:22]=[CH:21][N:13]3[C:14]4[CH2:15][CH2:16][CH2:17][CH2:18][C:19]=4[CH:20]=[C:12]3[C:11]2=[O:23])=[N:5][CH:4]=[CH:3][C:2]=1[C:29]1[CH:28]=[C:27]([NH:40][C:41]2[CH:50]=[C:44]3[CH2:45][N:46]([CH3:49])[CH2:47][CH2:48][N:43]3[N:42]=2)[C:26](=[O:51])[N:25]([CH3:24])[CH:30]=1)=[O:9]. The catalyst class is: 712. (2) Reactant: CC[O:3][C:4](/[CH:6]=[CH:7]/[CH2:8][P:9]([O:14][CH2:15][CH3:16])([O:11][CH2:12][CH3:13])=[O:10])=[O:5].[OH-].[K+]. Product: [CH2:15]([O:14][P:9]([CH2:8]/[CH:7]=[CH:6]/[C:4]([OH:5])=[O:3])([O:11][CH2:12][CH3:13])=[O:10])[CH3:16]. The catalyst class is: 6. (3) Reactant: Cl.[C:2]1([CH:8]2[CH2:13][CH2:12][N:11]([CH2:14][C:15]3[S:19][C:18]([NH2:20])=[N:17][CH:16]=3)[CH2:10][CH2:9]2)[CH:7]=[CH:6][CH:5]=[CH:4][CH:3]=1.[CH3:21][S:22](Cl)(=[O:24])=[O:23]. Product: [C:2]1([CH:8]2[CH2:9][CH2:10][N:11]([CH2:14][C:15]3[S:19][C:18]([NH:20][S:22]([CH3:21])(=[O:24])=[O:23])=[N:17][CH:16]=3)[CH2:12][CH2:13]2)[CH:3]=[CH:4][CH:5]=[CH:6][CH:7]=1. The catalyst class is: 383. (4) Reactant: [OH-].[Na+].[Cl:3][C:4]1[C:9]2[O:10][C:11]3[C:16]([C:17](=[O:18])[C:8]=2[CH:7]=[CH:6][N:5]=1)=[CH:15][C:14]([C:19]([O:21]C)=[O:20])=[CH:13][CH:12]=3.O. Product: [Cl:3][C:4]1[C:9]2[O:10][C:11]3[C:16]([C:17](=[O:18])[C:8]=2[CH:7]=[CH:6][N:5]=1)=[CH:15][C:14]([C:19]([OH:21])=[O:20])=[CH:13][CH:12]=3. The catalyst class is: 5. (5) Reactant: [OH:1][CH:2]([C:11]1[CH:16]=[CH:15][C:14]([C:17]2[N:21]=[C:20]([C:22]3[O:26][N:25]=[C:24]([C:27]4[CH:32]=[CH:31][CH:30]=[CH:29][CH:28]=4)[C:23]=3[C:33]([F:36])([F:35])[F:34])[O:19][N:18]=2)=[CH:13][CH:12]=1)[C:3]([NH:5][CH2:6][CH2:7][C:8]([OH:10])=O)=[O:4].[CH3:37][C:38]([NH2:41])([CH3:40])[CH3:39].CN1CCOCC1.CN(C(ON1N=NC2C=CC=NC1=2)=[N+](C)C)C.F[P-](F)(F)(F)(F)F. Product: [C:38]([NH:41][C:8](=[O:10])[CH2:7][CH2:6][NH:5][C:3](=[O:4])[CH:2]([OH:1])[C:11]1[CH:12]=[CH:13][C:14]([C:17]2[N:21]=[C:20]([C:22]3[O:26][N:25]=[C:24]([C:27]4[CH:28]=[CH:29][CH:30]=[CH:31][CH:32]=4)[C:23]=3[C:33]([F:36])([F:34])[F:35])[O:19][N:18]=2)=[CH:15][CH:16]=1)([CH3:40])([CH3:39])[CH3:37]. The catalyst class is: 3. (6) Reactant: [CH3:1][C:2]1[CH:7]=[CH:6][CH:5]=[C:4]([C:8]2[CH:13]=[C:12]([CH3:14])[CH:11]=[C:10]([CH3:15])[CH:9]=2)[C:3]=1[C:16]([OH:18])=O.C([O-])([O-])=O.[K+].[K+]. Product: [CH3:14][C:12]1[C:13]2[C:16](=[O:18])[C:3]3[C:4](=[CH:5][CH:6]=[CH:7][C:2]=3[CH3:1])[C:8]=2[CH:9]=[C:10]([CH3:15])[CH:11]=1. The catalyst class is: 65. (7) Reactant: [NH2:1][C:2]1[CH:10]=[CH:9][CH:8]=[C:7]2[C:3]=1[C:4](=[O:35])[N:5]([C:12]1([CH2:20][CH2:21][CH2:22][CH2:23][NH:24]C(=O)OCC3C=CC=CC=3)[CH2:17][CH2:16][C:15](=[O:18])[NH:14][C:13]1=[O:19])[C:6]2=[O:11].[H][H].[ClH:38]. Product: [ClH:38].[NH2:1][C:2]1[CH:10]=[CH:9][CH:8]=[C:7]2[C:3]=1[C:4](=[O:35])[N:5]([C:12]1([CH2:20][CH2:21][CH2:22][CH2:23][NH2:24])[CH2:17][CH2:16][C:15](=[O:18])[NH:14][C:13]1=[O:19])[C:6]2=[O:11]. The catalyst class is: 29. (8) Reactant: [ClH:1].C(OCC)(=O)C.[CH2:8]([O:10][C:11]1[CH:12]=[C:13]2[C:18](=[CH:19][CH:20]=1)[C@H:17]([C:21](=[O:38])[NH:22][C:23]1[CH:28]=[C:27]([F:29])[C:26]([C:30]([CH3:36])([CH3:35])[CH2:31][O:32][CH2:33][CH3:34])=[C:25]([F:37])[CH:24]=1)[N:16](C(OC(C)(C)C)=O)[CH2:15][CH2:14]2)[CH3:9]. Product: [ClH:1].[CH2:8]([O:10][C:11]1[CH:12]=[C:13]2[C:18](=[CH:19][CH:20]=1)[C@H:17]([C:21]([NH:22][C:23]1[CH:28]=[C:27]([F:29])[C:26]([C:30]([CH3:35])([CH3:36])[CH2:31][O:32][CH2:33][CH3:34])=[C:25]([F:37])[CH:24]=1)=[O:38])[NH:16][CH2:15][CH2:14]2)[CH3:9]. The catalyst class is: 13.